This data is from Reaction yield outcomes from USPTO patents with 853,638 reactions. The task is: Predict the reaction yield, written as a fraction of the theoretical maximum amount of product (1.0 means a 100% yield; for example, 0.34 means a 34% yield). (1) The reactants are [Si:1]([O:8][C@@H:9]1[C@H:13]([CH2:14][O:15][Si:16]([C:19]([CH3:22])([CH3:21])[CH3:20])([CH3:18])[CH3:17])[CH2:12][C@@H:11]([O:23][C:24]2[CH:29]=[CH:28][N:27]=[C:26]([NH2:30])[C:25]=2[N+:31]([O-])=O)[CH2:10]1)([C:4]([CH3:7])([CH3:6])[CH3:5])([CH3:3])[CH3:2]. The catalyst is C(Cl)Cl.C(O)(=O)C.[Zn]. The product is [Si:1]([O:8][C@@H:9]1[C@H:13]([CH2:14][O:15][Si:16]([C:19]([CH3:22])([CH3:21])[CH3:20])([CH3:18])[CH3:17])[CH2:12][C@@H:11]([O:23][C:24]2[CH:29]=[CH:28][N:27]=[C:26]([NH2:30])[C:25]=2[NH2:31])[CH2:10]1)([C:4]([CH3:5])([CH3:6])[CH3:7])([CH3:3])[CH3:2]. The yield is 0.880. (2) The reactants are O1CCCC1.[O:6]([C:13]1[CH:18]=[CH:17][C:16]([CH2:19][C:20](Cl)=[N:21][OH:22])=[CH:15][N:14]=1)[C:7]1[CH:12]=[CH:11][CH:10]=[CH:9][CH:8]=1.[C:24]([C:26]1[C:27]([NH2:32])=[N:28][CH:29]=[CH:30][CH:31]=1)#[CH:25].C(N(CC)CC)C. The catalyst is O. The product is [O:6]([C:13]1[N:14]=[CH:15][C:16]([CH2:19][C:20]2[CH:25]=[C:24]([C:26]3[C:27]([NH2:32])=[N:28][CH:29]=[CH:30][CH:31]=3)[O:22][N:21]=2)=[CH:17][CH:18]=1)[C:7]1[CH:12]=[CH:11][CH:10]=[CH:9][CH:8]=1. The yield is 0.310.